This data is from Full USPTO retrosynthesis dataset with 1.9M reactions from patents (1976-2016). The task is: Predict the reactants needed to synthesize the given product. The reactants are: [CH3:1][N:2]([CH3:8])[C:3](=[O:7])[C:4]([OH:6])=O.O.OC1C2N=NNC=2C=CC=1.[C:20]([O:24][C:25](=[O:59])[NH:26][C:27]1[N:32]=[CH:31][C:30]([C:33]2[N:41]=[C:40]3[C:36]([N:37]=[C:38]([N:47]4[CH2:52][CH2:51][NH:50][CH2:49][CH2:48]4)[N:39]3[CH2:42][C:43]([F:46])([F:45])[F:44])=[C:35]([N:53]3[CH2:58][CH2:57][O:56][CH2:55][CH2:54]3)[N:34]=2)=[CH:29][N:28]=1)([CH3:23])([CH3:22])[CH3:21].Cl.C(N=C=NCCCN(C)C)C.C(N(CC)CC)C. Given the product [C:20]([O:24][C:25](=[O:59])[NH:26][C:27]1[N:32]=[CH:31][C:30]([C:33]2[N:41]=[C:40]3[C:36]([N:37]=[C:38]([N:47]4[CH2:48][CH2:49][N:50]([C:4](=[O:6])[C:3]([N:2]([CH3:8])[CH3:1])=[O:7])[CH2:51][CH2:52]4)[N:39]3[CH2:42][C:43]([F:45])([F:46])[F:44])=[C:35]([N:53]3[CH2:58][CH2:57][O:56][CH2:55][CH2:54]3)[N:34]=2)=[CH:29][N:28]=1)([CH3:23])([CH3:21])[CH3:22], predict the reactants needed to synthesize it.